This data is from Forward reaction prediction with 1.9M reactions from USPTO patents (1976-2016). The task is: Predict the product of the given reaction. (1) Given the reactants C([C@@H]([NH:9][C:10](=[O:32])[C@@H:11](N)[CH2:12][CH2:13][C:14]([NH:16][CH2:17][CH2:18][C:19]1[CH:24]=[CH:23][C:22]([C:25]2[CH:30]=[CH:29][CH:28]=[CH:27][CH:26]=2)=[CH:21][CH:20]=1)=[O:15])CC(C)C)(=O)N.[CH3:33][O:34][C:35]1[CH:40]=[C:39]([O:41][CH3:42])[CH:38]=[CH:37][C:36]=1[CH2:43][N:44]([O:57][CH2:58][C:59]1[CH:64]=[CH:63][C:62]([O:65][CH3:66])=[CH:61][CH:60]=1)[C:45]([CH2:47][C@@H:48]([CH2:53][CH:54]([CH3:56])[CH3:55])[C:49](OC)=[O:50])=[O:46].CCN=C=N[CH2:72][CH2:73][CH2:74]N(C)C.Cl.O[C:80]1C2N=NNC=2C=C[CH:81]=1.C([N:92](C(C)C)CC)(C)C.C[N:99]([CH:101]=[O:102])C, predict the reaction product. The product is: [CH3:33][O:34][C:35]1[CH:40]=[C:39]([O:41][CH3:42])[CH:38]=[CH:37][C:36]=1[CH2:43][N:44]([O:57][CH2:58][C:59]1[CH:60]=[CH:61][C:62]([O:65][CH3:66])=[CH:63][CH:64]=1)[C:45]([CH2:47][C@@H:48]([CH2:53][CH:54]([CH3:56])[CH3:55])[C:49]([NH:92][C@@H:13]([CH2:12][CH2:11][C:10]([NH2:9])=[O:32])[C:14]([N:16]([C@H:80]([C:101](=[O:102])[NH2:99])[CH2:81][CH:73]([CH3:72])[CH3:74])[CH2:17][CH2:18][C:19]1[CH:20]=[CH:21][C:22]([C:25]2[CH:26]=[CH:27][CH:28]=[CH:29][CH:30]=2)=[CH:23][CH:24]=1)=[O:15])=[O:50])=[O:46]. (2) Given the reactants C(N(CC)CC)C.[NH2:8][C:9]1[C:10]([O:29][CH3:30])=[C:11]([NH:19][S:20]([N:23]2[CH2:28][CH2:27][CH2:26][CH2:25][CH2:24]2)(=[O:22])=[O:21])[CH:12]=[C:13]([C:15]([CH3:18])([CH3:17])[CH3:16])[CH:14]=1.C1([O:37][C:38](=O)[NH:39][C:40]2[C:49]3[C:44](=[CH:45][CH:46]=[CH:47][CH:48]=3)[C:43]([O:50][C:51]3[CH:56]=[CH:55][N:54]=[C:53]([NH:57][C:58]4[CH:63]=[C:62]([O:64][CH2:65][CH2:66][O:67][CH2:68][CH2:69][O:70][CH2:71][CH2:72][O:73][CH3:74])[CH:61]=[C:60]([O:75][CH3:76])[CH:59]=4)[N:52]=3)=[CH:42][CH:41]=2)C=CC=CC=1, predict the reaction product. The product is: [C:15]([C:13]1[CH:14]=[C:9]([NH:8][C:38]([NH:39][C:40]2[C:49]3[C:44](=[CH:45][CH:46]=[CH:47][CH:48]=3)[C:43]([O:50][C:51]3[CH:56]=[CH:55][N:54]=[C:53]([NH:57][C:58]4[CH:63]=[C:62]([O:64][CH2:65][CH2:66][O:67][CH2:68][CH2:69][O:70][CH2:71][CH2:72][O:73][CH3:74])[CH:61]=[C:60]([O:75][CH3:76])[CH:59]=4)[N:52]=3)=[CH:42][CH:41]=2)=[O:37])[C:10]([O:29][CH3:30])=[C:11]([NH:19][S:20]([N:23]2[CH2:28][CH2:27][CH2:26][CH2:25][CH2:24]2)(=[O:22])=[O:21])[CH:12]=1)([CH3:18])([CH3:17])[CH3:16]. (3) Given the reactants Br[C:2]1[CH:3]=[C:4]2[O:10][C:9]([NH:11][C:12]([O:14][C:15]([CH3:18])([CH3:17])[CH3:16])=[O:13])=[C:8]([C:19]([O:21][CH2:22][CH3:23])=[O:20])[C:5]2=[N:6][CH:7]=1.CC1(C)C(C)(C)OB([C:32]2[CH2:33][CH2:34][O:35][CH2:36][CH:37]=2)O1.[O-]P([O-])([O-])=O.[K+].[K+].[K+], predict the reaction product. The product is: [C:15]([O:14][C:12]([NH:11][C:9]1[O:10][C:4]2[C:5](=[N:6][CH:7]=[C:2]([C:32]3[CH2:37][CH2:36][O:35][CH2:34][CH:33]=3)[CH:3]=2)[C:8]=1[C:19]([O:21][CH2:22][CH3:23])=[O:20])=[O:13])([CH3:18])([CH3:17])[CH3:16]. (4) Given the reactants [CH:1]1[C:6]([OH:7])=[CH:5][CH:4]=[C:3]([Br:8])[CH:2]=1.N1C=CN=C1.[Si:14](Cl)([C:17]([CH3:20])([CH3:19])[CH3:18])([CH3:16])[CH3:15].[NH4+].[Cl-], predict the reaction product. The product is: [Br:8][C:3]1[CH:4]=[CH:5][C:6]([O:7][Si:14]([C:17]([CH3:20])([CH3:19])[CH3:18])([CH3:16])[CH3:15])=[CH:1][CH:2]=1. (5) Given the reactants [CH:1](=O)[CH3:2].[Br:4][C:5]1[C:14]([NH:15][CH:16]2[CH2:21][CH2:20][O:19][CH2:18][CH2:17]2)=[CH:13][CH:12]=[CH:11][C:6]=1[C:7]([O:9][CH3:10])=[O:8].[BH-](OC(C)=O)(OC(C)=O)OC(C)=O.[Na+].CC(O)=O, predict the reaction product. The product is: [Br:4][C:5]1[C:14]([N:15]([CH2:1][CH3:2])[CH:16]2[CH2:21][CH2:20][O:19][CH2:18][CH2:17]2)=[CH:13][CH:12]=[CH:11][C:6]=1[C:7]([O:9][CH3:10])=[O:8]. (6) Given the reactants [C:1]([N:8]1[C:16]2[C:11](=[CH:12][C:13]([CH2:20]Br)=[CH:14][C:15]=2[N+:17]([O-:19])=[O:18])[C:10]([Br:22])=[C:9]1[C:23]1[CH:28]=[CH:27][CH:26]=[CH:25][CH:24]=1)([O:3][C:4]([CH3:7])([CH3:6])[CH3:5])=[O:2].CCN(CC)CC.[O:36]=[S:37]1(=[O:43])[CH2:42][CH2:41][NH:40][CH2:39][CH2:38]1.[NH4+].[Cl-], predict the reaction product. The product is: [C:1]([N:8]1[C:16]2[C:11](=[CH:12][C:13]([CH2:20][N:40]3[CH2:41][CH2:42][S:37](=[O:43])(=[O:36])[CH2:38][CH2:39]3)=[CH:14][C:15]=2[N+:17]([O-:19])=[O:18])[C:10]([Br:22])=[C:9]1[C:23]1[CH:24]=[CH:25][CH:26]=[CH:27][CH:28]=1)([O:3][C:4]([CH3:5])([CH3:6])[CH3:7])=[O:2]. (7) The product is: [CH2:28]([O:8][C:3]([C:9]1[CH:10]=[CH:11][C:12]([CH2:15][S:16]([C:19]2[CH:20]=[CH:21][C:22]([F:25])=[CH:23][CH:24]=2)(=[O:18])=[O:17])=[CH:13][CH:14]=1)([C:4]([F:7])([F:6])[F:5])[C:2]([F:26])([F:1])[F:27])[C:29]1[CH:34]=[CH:33][CH:32]=[CH:31][CH:30]=1. Given the reactants [F:1][C:2]([F:27])([F:26])[C:3]([C:9]1[CH:14]=[CH:13][C:12]([CH2:15][S:16]([C:19]2[CH:24]=[CH:23][C:22]([F:25])=[CH:21][CH:20]=2)(=[O:18])=[O:17])=[CH:11][CH:10]=1)([OH:8])[C:4]([F:7])([F:6])[F:5].[CH2:28](Br)[C:29]1[CH:34]=[CH:33][CH:32]=[CH:31][CH:30]=1.C(=O)([O-])[O-].[K+].[K+], predict the reaction product.